This data is from Reaction yield outcomes from USPTO patents with 853,638 reactions. The task is: Predict the reaction yield, written as a fraction of the theoretical maximum amount of product (1.0 means a 100% yield; for example, 0.34 means a 34% yield). (1) The reactants are [Cl:1][C:2]1[N:11]=[C:10](Cl)[C:9]2[C:4](=[CH:5][CH:6]=[CH:7][C:8]=2[C:13]2[CH:18]=[CH:17][CH:16]=[CH:15][CH:14]=2)[N:3]=1.C(N(CC)CC)C.[N:26]1[CH:31]=[CH:30][CH:29]=[CH:28][C:27]=1[CH2:32][NH2:33]. The catalyst is C1COCC1. The product is [Cl:1][C:2]1[N:11]=[C:10]([NH:33][CH2:32][C:27]2[CH:28]=[CH:29][CH:30]=[CH:31][N:26]=2)[C:9]2[C:4](=[CH:5][CH:6]=[CH:7][C:8]=2[C:13]2[CH:18]=[CH:17][CH:16]=[CH:15][CH:14]=2)[N:3]=1. The yield is 0.750. (2) The yield is 0.380. The reactants are [F:1][C:2]1[CH:7]=[CH:6][C:5]([C:8]2[C:12]([C:13]3[N:14]=[CH:15][NH:16][CH:17]=3)=[C:11]([C:18]([F:21])([F:20])[F:19])[O:10][N:9]=2)=[CH:4][CH:3]=1.Cl[C:23]1[N:28]=[CH:27][C:26]([C:29](=[O:31])[CH3:30])=[CH:25][CH:24]=1. The product is [F:1][C:2]1[CH:7]=[CH:6][C:5]([C:8]2[C:12]([C:13]3[N:14]=[CH:15][N:16]([C:23]4[N:28]=[CH:27][C:26]([C:29](=[O:31])[CH3:30])=[CH:25][CH:24]=4)[CH:17]=3)=[C:11]([C:18]([F:21])([F:19])[F:20])[O:10][N:9]=2)=[CH:4][CH:3]=1. No catalyst specified. (3) The reactants are [CH3:1][O:2][C:3](=[O:16])[C:4]1[CH:9]=[CH:8][C:7]([O:10][CH2:11][C:12]([CH3:14])=[CH2:13])=[C:6](I)[CH:5]=1.C(=O)([O-])[O-].[K+].[K+].[C:23]1(B(O)O)[CH:28]=[CH:27][CH:26]=[CH:25][CH:24]=1. The catalyst is CN(C=O)C.[Cl-].C([N+](CCCC)(CCCC)CCCC)CCC.C([O-])(=O)C.[Pd+2].C([O-])(=O)C. The product is [CH3:1][O:2][C:3]([C:4]1[CH:9]=[CH:8][C:7]2[O:10][CH2:11][C:12]([CH2:14][C:23]3[CH:28]=[CH:27][CH:26]=[CH:25][CH:24]=3)([CH3:13])[C:6]=2[CH:5]=1)=[O:16]. The yield is 0.520. (4) The reactants are Br[C:2]1[N:6]([CH3:7])[N:5]=[C:4]([N+:8]([O-:10])=[O:9])[N:3]=1.[CH2:11]([O:13][C@@H:14]([CH2:19][C:20]1[CH:25]=[CH:24][C:23](B2OC(C)(C)C(C)(C)O2)=[CH:22][CH:21]=1)[C:15]([O:17][CH3:18])=[O:16])[CH3:12]. No catalyst specified. The product is [CH2:11]([O:13][C@@H:14]([CH2:19][C:20]1[CH:25]=[CH:24][C:23]([C:2]2[N:6]([CH3:7])[N:5]=[C:4]([N+:8]([O-:10])=[O:9])[N:3]=2)=[CH:22][CH:21]=1)[C:15]([O:17][CH3:18])=[O:16])[CH3:12]. The yield is 0.620. (5) The reactants are C([O:8][CH2:9][CH2:10][N:11]1[CH2:16][C:15]([CH3:18])([CH3:17])[O:14][C:13]([CH3:20])([CH3:19])[CH2:12]1)C1C=CC=CC=1.[H][H]. The catalyst is CO.[Pd]. The product is [CH3:19][C:13]1([CH3:20])[O:14][C:15]([CH3:17])([CH3:18])[CH2:16][N:11]([CH2:10][CH2:9][OH:8])[CH2:12]1. The yield is 1.00. (6) The product is [CH3:1][O:2][C:3](=[O:20])[C:4]1[CH:9]=[CH:8][C:7]([CH3:10])=[C:6]([N:11]2[C:16](=[O:17])[CH:15]=[C:14]([O:18][CH2:26][C:25]3[CH:28]=[CH:29][CH:30]=[C:23]([O:22][CH3:21])[CH:24]=3)[N:13]=[C:12]2[CH3:19])[CH:5]=1. The reactants are [CH3:1][O:2][C:3](=[O:20])[C:4]1[CH:9]=[CH:8][C:7]([CH3:10])=[C:6]([N:11]2[C:16](=[O:17])[CH:15]=[C:14]([OH:18])[N:13]=[C:12]2[CH3:19])[CH:5]=1.[CH3:21][O:22][C:23]1[CH:24]=[C:25]([CH:28]=[CH:29][CH:30]=1)[CH2:26]Br.C(=O)([O-])[O-].[K+].[K+].C1OCCOCCOCCOCCOCCOC1. The yield is 0.340. The catalyst is CN(C)C=O. (7) The reactants are [C:1]([O:5][C:6]([N:8]1[CH2:12][C@@H:11]([C:13]2[CH:18]=[CH:17][C:16]([Cl:19])=[C:15](B3OC(C)(C)C(C)(C)O3)[CH:14]=2)[CH2:10][C:9]1=[O:29])=[O:7])([CH3:4])([CH3:3])[CH3:2].[OH:30]O. The catalyst is ClCCl.[Cl-].[NH4+]. The product is [Cl:19][C:16]1[CH:17]=[CH:18][C:13]([C@@H:11]2[CH2:12][N:8]([C:6]([O:5][C:1]([CH3:4])([CH3:3])[CH3:2])=[O:7])[C:9](=[O:29])[CH2:10]2)=[CH:14][C:15]=1[OH:30]. The yield is 0.950.